Dataset: NCI-60 drug combinations with 297,098 pairs across 59 cell lines. Task: Regression. Given two drug SMILES strings and cell line genomic features, predict the synergy score measuring deviation from expected non-interaction effect. (1) Drug 1: CC12CCC3C(C1CCC2=O)CC(=C)C4=CC(=O)C=CC34C. Drug 2: CCN(CC)CCCC(C)NC1=C2C=C(C=CC2=NC3=C1C=CC(=C3)Cl)OC. Cell line: NCI-H322M. Synergy scores: CSS=40.6, Synergy_ZIP=-4.05, Synergy_Bliss=1.42, Synergy_Loewe=-0.158, Synergy_HSA=3.72. (2) Drug 1: CS(=O)(=O)C1=CC(=C(C=C1)C(=O)NC2=CC(=C(C=C2)Cl)C3=CC=CC=N3)Cl. Drug 2: CS(=O)(=O)CCNCC1=CC=C(O1)C2=CC3=C(C=C2)N=CN=C3NC4=CC(=C(C=C4)OCC5=CC(=CC=C5)F)Cl. Cell line: OVCAR3. Synergy scores: CSS=3.09, Synergy_ZIP=-1.17, Synergy_Bliss=-1.52, Synergy_Loewe=-4.75, Synergy_HSA=-3.61. (3) Drug 1: C1=CN(C(=O)N=C1N)C2C(C(C(O2)CO)O)O.Cl. Drug 2: C(CN)CNCCSP(=O)(O)O. Cell line: NCI/ADR-RES. Synergy scores: CSS=40.9, Synergy_ZIP=3.44, Synergy_Bliss=-2.24, Synergy_Loewe=-61.8, Synergy_HSA=-1.20. (4) Drug 1: C1=CC(=CC=C1CCC2=CNC3=C2C(=O)NC(=N3)N)C(=O)NC(CCC(=O)O)C(=O)O. Drug 2: CCC1=CC2CC(C3=C(CN(C2)C1)C4=CC=CC=C4N3)(C5=C(C=C6C(=C5)C78CCN9C7C(C=CC9)(C(C(C8N6C)(C(=O)OC)O)OC(=O)C)CC)OC)C(=O)OC.C(C(C(=O)O)O)(C(=O)O)O. Cell line: EKVX. Synergy scores: CSS=42.1, Synergy_ZIP=0.0789, Synergy_Bliss=-3.40, Synergy_Loewe=-20.6, Synergy_HSA=-3.66. (5) Drug 1: CC1C(C(CC(O1)OC2CC(OC(C2O)C)OC3=CC4=CC5=C(C(=O)C(C(C5)C(C(=O)C(C(C)O)O)OC)OC6CC(C(C(O6)C)O)OC7CC(C(C(O7)C)O)OC8CC(C(C(O8)C)O)(C)O)C(=C4C(=C3C)O)O)O)O. Drug 2: CC1CCC2CC(C(=CC=CC=CC(CC(C(=O)C(C(C(=CC(C(=O)CC(OC(=O)C3CCCCN3C(=O)C(=O)C1(O2)O)C(C)CC4CCC(C(C4)OC)O)C)C)O)OC)C)C)C)OC. Cell line: A549. Synergy scores: CSS=9.93, Synergy_ZIP=0.275, Synergy_Bliss=0.413, Synergy_Loewe=-0.156, Synergy_HSA=-0.0527. (6) Drug 1: CN1C2=C(C=C(C=C2)N(CCCl)CCCl)N=C1CCCC(=O)O.Cl. Drug 2: CC1=C(C=C(C=C1)C(=O)NC2=CC(=CC(=C2)C(F)(F)F)N3C=C(N=C3)C)NC4=NC=CC(=N4)C5=CN=CC=C5. Cell line: HOP-62. Synergy scores: CSS=10.00, Synergy_ZIP=-0.966, Synergy_Bliss=-2.97, Synergy_Loewe=-3.47, Synergy_HSA=-2.81. (7) Drug 1: CN(CCCl)CCCl.Cl. Drug 2: CC1C(C(CC(O1)OC2CC(CC3=C2C(=C4C(=C3O)C(=O)C5=CC=CC=C5C4=O)O)(C(=O)C)O)N)O. Cell line: ACHN. Synergy scores: CSS=52.1, Synergy_ZIP=-5.68, Synergy_Bliss=-7.65, Synergy_Loewe=-6.39, Synergy_HSA=-3.04.